Dataset: Forward reaction prediction with 1.9M reactions from USPTO patents (1976-2016). Task: Predict the product of the given reaction. (1) Given the reactants [Br:1][C:2]1[CH:3]=[C:4]([C:8]2([CH3:37])[C:13]([CH3:15])([CH3:14])[O:12][C:11]([NH:16][C@H:17]([C:28]3[CH:33]=[CH:32][CH:31]=[CH:30][C:29]=3[F:34])[CH2:18][CH2:19][O:20][Si](C(C)(C)C)(C)C)=[N:10][S:9]2(=[O:36])=[O:35])[CH:5]=[CH:6][CH:7]=1.Cl, predict the reaction product. The product is: [Br:1][C:2]1[CH:3]=[C:4]([C:8]2([CH3:37])[C:13]([CH3:15])([CH3:14])[O:12][C:11]([NH:16][C@H:17]([C:28]3[CH:33]=[CH:32][CH:31]=[CH:30][C:29]=3[F:34])[CH2:18][CH2:19][OH:20])=[N:10][S:9]2(=[O:36])=[O:35])[CH:5]=[CH:6][CH:7]=1. (2) Given the reactants CC1(C)C2C(=C(P(C3C=CC=CC=3)C3C=CC=CC=3)C=CC=2)OC2C(P(C3C=CC=CC=3)C3C=CC=CC=3)=CC=CC1=2.[C:43]([N:46]1[C:55]2[C:50](=[CH:51][C:52](Br)=[CH:53][CH:54]=2)[C@H:49]([NH:57][C:58](=[O:67])[O:59][CH2:60][C:61]2[CH:66]=[CH:65][CH:64]=[CH:63][CH:62]=2)[C@@H:48]([CH3:68])[C@@H:47]1[CH:69]1[CH2:71][CH2:70]1)(=[O:45])[CH3:44].[CH3:72][S-].[Na+].ClC1C=C(C=CC=1)C(OO)=O.[O-:86][S:87]([O-:90])(=S)=O.[Na+].[Na+], predict the reaction product. The product is: [C:43]([N:46]1[C:55]2[C:50](=[CH:51][C:52]([S:87]([CH3:72])(=[O:90])=[O:86])=[CH:53][CH:54]=2)[C@H:49]([NH:57][C:58](=[O:67])[O:59][CH2:60][C:61]2[CH:66]=[CH:65][CH:64]=[CH:63][CH:62]=2)[C@@H:48]([CH3:68])[C@@H:47]1[CH:69]1[CH2:71][CH2:70]1)(=[O:45])[CH3:44].